Dataset: Retrosynthesis with 50K atom-mapped reactions and 10 reaction types from USPTO. Task: Predict the reactants needed to synthesize the given product. Given the product CC[C@H](CO)NC(=O)c1ccc(-c2cc(Oc3ccc(S(C)(=O)=O)nc3)cc(O[C@@H](C)COC)c2)[nH]1, predict the reactants needed to synthesize it. The reactants are: CC[C@@H](N)CO.COC[C@H](C)Oc1cc(Oc2ccc(S(C)(=O)=O)nc2)cc(-c2ccc(C(=O)O)[nH]2)c1.